From a dataset of Reaction yield outcomes from USPTO patents with 853,638 reactions. Predict the reaction yield, written as a fraction of the theoretical maximum amount of product (1.0 means a 100% yield; for example, 0.34 means a 34% yield). (1) The reactants are [CH:1]1[C:11]2[CH2:10][CH2:9][C:8]3[CH:12]=[CH:13][CH:14]=[CH:15][C:7]=3[C:6](=[CH:16][C:17]3[CH:22]=[CH:21][C:20]([NH2:23])=[CH:19][CH:18]=3)[C:5]=2[CH:4]=[CH:3][CH:2]=1.[CH2:24]([S:28](Cl)(=[O:30])=[O:29])[CH2:25][CH2:26][CH3:27]. No catalyst specified. The product is [CH:1]1[C:11]2[CH2:10][CH2:9][C:8]3[CH:12]=[CH:13][CH:14]=[CH:15][C:7]=3[C:6](=[CH:16][C:17]3[CH:22]=[CH:21][C:20]([NH:23][S:28]([CH2:24][CH2:25][CH2:26][CH3:27])(=[O:30])=[O:29])=[CH:19][CH:18]=3)[C:5]=2[CH:4]=[CH:3][CH:2]=1. The yield is 0.630. (2) The reactants are [NH2:1][C:2]1[CH:3]=[C:4]([C:8]([NH:10][C@@:11]2([C:16]([OH:18])=O)[CH2:15][CH2:14][O:13][CH2:12]2)=[O:9])[CH:5]=[N:6][CH:7]=1.[NH2:19][CH2:20][C:21]1[N:26]=[CH:25][C:24]([NH:27][C:28]2[CH:33]=[CH:32][C:31]([O:34][CH3:35])=[CH:30][C:29]=2[C:36]([F:39])([F:38])[F:37])=[CH:23][C:22]=1[F:40]. No catalyst specified. The product is [NH2:1][C:2]1[CH:7]=[N:6][CH:5]=[C:4]([CH:3]=1)[C:8]([NH:10][C@@:11]1([C:16](=[O:18])[NH:19][CH2:20][C:21]2[C:22]([F:40])=[CH:23][C:24]([NH:27][C:28]3[CH:33]=[CH:32][C:31]([O:34][CH3:35])=[CH:30][C:29]=3[C:36]([F:39])([F:38])[F:37])=[CH:25][N:26]=2)[CH2:15][CH2:14][O:13][CH2:12]1)=[O:9]. The yield is 0.340. (3) The reactants are Cl[C:2]1[N:7]=[C:6]([N:8]2[C:12]3[CH:13]=[CH:14][CH:15]=[CH:16][C:11]=3[N:10]=[C:9]2[CH:17]([F:19])[F:18])[N:5]=[C:4]([N:20]2[CH2:26][C:22]3([CH2:25][O:24][CH2:23]3)[CH2:21]2)[N:3]=1.C(=O)([O-])[O-].[K+].[K+].[CH3:33][N:34]1[CH2:39][CH2:38][NH:37][CH2:36][CH2:35]1. The catalyst is CN(C=O)C. The product is [F:18][CH:17]([F:19])[C:9]1[N:8]([C:6]2[N:7]=[C:2]([N:37]3[CH2:38][CH2:39][N:34]([CH3:33])[CH2:35][CH2:36]3)[N:3]=[C:4]([N:20]3[CH2:26][C:22]4([CH2:25][O:24][CH2:23]4)[CH2:21]3)[N:5]=2)[C:12]2[CH:13]=[CH:14][CH:15]=[CH:16][C:11]=2[N:10]=1. The yield is 0.960. (4) The reactants are [F:1][C:2]1[C:14]([NH:15][CH2:16][C:17]2[CH:22]=[C:21]([C:23]3[CH:28]=[CH:27][CH:26]=[C:25]([F:29])[CH:24]=3)[CH:20]=[C:19]([CH3:30])[C:18]=2[F:31])=[C:13]([F:32])[CH:12]=[CH:11][C:3]=1[O:4][CH2:5][C:6]([O:8]CC)=[O:7].[OH-].[Na+]. The catalyst is C1COCC1. The product is [F:1][C:2]1[C:14]([NH:15][CH2:16][C:17]2[CH:22]=[C:21]([C:23]3[CH:28]=[CH:27][CH:26]=[C:25]([F:29])[CH:24]=3)[CH:20]=[C:19]([CH3:30])[C:18]=2[F:31])=[C:13]([F:32])[CH:12]=[CH:11][C:3]=1[O:4][CH2:5][C:6]([OH:8])=[O:7]. The yield is 0.850. (5) The reactants are Br.[CH:2]([NH:5][C:6]1[S:7][CH:8]=[C:9]([C:11]([OH:13])=O)[N:10]=1)([CH3:4])[CH3:3].[NH2:14][C:15]1[CH:20]=[CH:19][CH:18]=[CH:17][CH:16]=1.[O:21]=P(Cl)(Cl)Cl.[C:26]([O-:29])(O)=O.[Na+].N1[CH:36]=[CH:35]C=CC=1. The yield is 0.760. No catalyst specified. The product is [C:35]([C:16]1[CH:17]=[CH:18][C:19]([O:29][CH3:26])=[CH:20][C:15]=1[NH:14][C:11]([C:9]1[N:10]=[C:6]([NH:5][CH:2]([CH3:3])[CH3:4])[S:7][CH:8]=1)=[O:13])(=[O:21])[CH3:36]. (6) The reactants are [N:1]1([CH2:7][CH2:8][O:9][C:10]2[CH:15]=[CH:14][C:13]([NH2:16])=[CH:12][CH:11]=2)[CH2:6][CH2:5][CH2:4][CH2:3][CH2:2]1.[F:17][C:18]1[CH:26]=[CH:25][CH:24]=[C:23]2[C:19]=1[C:20](=[CH:28]O)[C:21](=[O:27])[NH:22]2. No catalyst specified. The product is [F:17][C:18]1[CH:26]=[CH:25][CH:24]=[C:23]2[C:19]=1[C:20](=[CH:28][NH:16][C:13]1[CH:12]=[CH:11][C:10]([O:9][CH2:8][CH2:7][N:1]3[CH2:2][CH2:3][CH2:4][CH2:5][CH2:6]3)=[CH:15][CH:14]=1)[C:21](=[O:27])[NH:22]2. The yield is 0.630.